Dataset: Full USPTO retrosynthesis dataset with 1.9M reactions from patents (1976-2016). Task: Predict the reactants needed to synthesize the given product. Given the product [NH2:43][C:40]1[CH:39]=[CH:38][C:37]([C:12]2[S:13][C:14]3[N:15]([CH2:28][C:29]4[C:30]([F:36])=[CH:31][CH:32]=[CH:33][C:34]=4[F:35])[C:16](=[O:27])[N:17]([C:21]4[CH:22]=[CH:23][CH:24]=[CH:25][CH:26]=4)[C:18](=[O:20])[C:19]=3[C:11]=2[CH2:10][N:8]([CH2:1][C:2]2[CH:3]=[CH:4][CH:5]=[CH:6][CH:7]=2)[CH3:9])=[CH:42][CH:41]=1, predict the reactants needed to synthesize it. The reactants are: [CH2:1]([N:8]([CH2:10][C:11]1(C)[C:19]2[C:18](=[O:20])[N:17]([C:21]3[CH:26]=[CH:25][CH:24]=[CH:23][CH:22]=3)[C:16](=[O:27])[N:15]([CH2:28][C:29]3[C:34]([F:35])=[CH:33][CH:32]=[CH:31][C:30]=3[F:36])[C:14]=2[S:13][CH:12]1[C:37]1[CH:42]=[CH:41][C:40]([N+:43]([O-])=O)=[CH:39][CH:38]=1)[CH3:9])[C:2]1[CH:7]=[CH:6][CH:5]=[CH:4][CH:3]=1.O.C(O)(=O)CC(CC(O)=O)(C(O)=O)O.O.NCCO.